From a dataset of Catalyst prediction with 721,799 reactions and 888 catalyst types from USPTO. Predict which catalyst facilitates the given reaction. (1) Reactant: [Cl:1][C:2]1[CH:40]=[CH:39][C:5]2[N:6]([C:20](=[O:38])[C:21]3[CH:26]=[CH:25][C:24]([NH:27][C:28](=[O:36])[C:29]4[CH:34]=[CH:33][CH:32]=[CH:31][C:30]=4[CH3:35])=[CH:23][C:22]=3[CH3:37])[CH2:7][CH2:8][CH2:9][CH:10]([O:11][C:12]([CH2:14][CH2:15][CH2:16][C:17]([OH:19])=[O:18])=[O:13])[C:4]=2[CH:3]=1.C(=O)([O-])O.[Na+:45]. Product: [Cl:1][C:2]1[CH:40]=[CH:39][C:5]2[N:6]([C:20](=[O:38])[C:21]3[CH:26]=[CH:25][C:24]([NH:27][C:28](=[O:36])[C:29]4[CH:34]=[CH:33][CH:32]=[CH:31][C:30]=4[CH3:35])=[CH:23][C:22]=3[CH3:37])[CH2:7][CH2:8][CH2:9][CH:10]([O:11][C:12]([CH2:14][CH2:15][CH2:16][C:17]([O-:19])=[O:18])=[O:13])[C:4]=2[CH:3]=1.[Na+:45]. The catalyst class is: 21. (2) Reactant: [Br:1][C:2]1[CH:3]=[N:4][N:5]([C:7]2[CH:12]=[CH:11][N:10]=[CH:9][C:8]=2F)[CH:6]=1.[NH:14]1[CH2:19][CH2:18][CH:17]([C:20]([O:22][CH2:23][CH3:24])=[O:21])[CH2:16][CH2:15]1. Product: [Br:1][C:2]1[CH:3]=[N:4][N:5]([C:7]2[CH:12]=[CH:11][N:10]=[CH:9][C:8]=2[N:14]2[CH2:19][CH2:18][CH:17]([C:20]([O:22][CH2:23][CH3:24])=[O:21])[CH2:16][CH2:15]2)[CH:6]=1. The catalyst class is: 37. (3) Reactant: [CH2:1]([O:3][C:4](=[O:12])[C:5]1[CH:10]=[CH:9][C:8](Br)=[CH:7][CH:6]=1)[CH3:2].[C:13](=[O:16])([O-])[O-].[Na+].[Na+]. Product: [CH2:1]([O:3][C:4]([C:5]1[CH:10]=[CH:9][C:8]([C:5]2[CH:10]=[CH:9][CH:8]=[CH:7][C:6]=2[O:16][CH3:13])=[CH:7][CH:6]=1)=[O:12])[CH3:2]. The catalyst class is: 109. (4) Reactant: [CH:1]1([OH:13])[CH2:6][CH2:5][CH:4]([CH:7]2[CH2:12][CH2:11][CH2:10][CH2:9][CH2:8]2)[CH2:3][CH2:2]1.[C:14]12[C:20](=[CH:21][CH:22]=[CH:23][CH:24]=1)[NH:19]C(=O)[O:17][C:15]2=[O:16].[N:26]12[CH2:33][CH2:32]N(CC1)CC2.[CH3:34][OH:35]. Product: [C:34]([O:13][CH:1]1[CH2:2][CH2:3][CH:4]([CH:7]2[CH2:12][CH2:11][CH:10]([O:17][C:15](=[O:16])[C:14]3[C:20](=[CH:21][CH:22]=[CH:23][CH:24]=3)[NH2:19])[CH2:9][CH2:8]2)[CH2:5][CH2:6]1)(=[O:35])[C:3]1[C:33](=[CH:32][CH:6]=[CH:1][CH:2]=1)[NH2:26]. The catalyst class is: 9. (5) Reactant: [OH:1][CH2:2][C:3]1[CH:4]=[C:5]([S:9][CH2:10][CH2:11][CH2:12][OH:13])[CH:6]=[CH:7][CH:8]=1. Product: [OH:13][CH2:12][CH2:11][CH2:10][S:9][C:5]1[CH:4]=[C:3]([CH:8]=[CH:7][CH:6]=1)[CH:2]=[O:1]. The catalyst class is: 485. (6) Reactant: [N:1]1[C:9]2[C:4](=[N:5][CH:6]=[CH:7][CH:8]=2)[N:3]([C:10]2[CH:15]=[CH:14][C:13]([CH2:16][C:17]([OH:19])=O)=[C:12]([CH3:20])[CH:11]=2)[CH:2]=1.[CH3:21][N:22]([CH2:24][C:25]1[CH:30]=[CH:29][C:28]([NH2:31])=[CH:27][C:26]=1[C:32]([F:35])([F:34])[F:33])[CH3:23]. Product: [CH3:23][N:22]([CH2:24][C:25]1[CH:30]=[CH:29][C:28]([NH:31][C:17](=[O:19])[CH2:16][C:13]2[CH:14]=[CH:15][C:10]([N:3]3[C:4]4=[N:5][CH:6]=[CH:7][CH:8]=[C:9]4[N:1]=[CH:2]3)=[CH:11][C:12]=2[CH3:20])=[CH:27][C:26]=1[C:32]([F:33])([F:35])[F:34])[CH3:21]. The catalyst class is: 61.